From a dataset of Full USPTO retrosynthesis dataset with 1.9M reactions from patents (1976-2016). Predict the reactants needed to synthesize the given product. (1) Given the product [CH2:1]([O:3][C:4]1[CH:5]=[C:6]([CH:11]=[CH:12][C:13]=1[O:14][CH3:15])[C:7]([OH:9])=[O:8])[CH3:2], predict the reactants needed to synthesize it. The reactants are: [CH2:1]([O:3][C:4]1[CH:5]=[C:6]([CH:11]=[CH:12][C:13]=1[O:14][CH3:15])[C:7]([O:9]C)=[O:8])[CH3:2].[OH-].[Na+].Cl. (2) The reactants are: [CH:1]1([Li])[CH:5]=[CH:4][CH:3]=[CH:2]1.[CH2:7]([N:9]1[CH:13]=[CH:12][C:11]([SiH:15]([CH3:17])[CH3:16])(Cl)[B:10]1[C:18]1[CH:23]=[CH:22][CH:21]=[CH:20][CH:19]=1)[CH3:8]. Given the product [CH2:7]([N:9]1[CH:13]=[CH:12][CH:11]([Si:15]([CH:1]2[CH:5]=[CH:4][CH:3]=[CH:2]2)([CH3:17])[CH3:16])[B:10]1[C:18]1[CH:23]=[CH:22][CH:21]=[CH:20][CH:19]=1)[CH3:8], predict the reactants needed to synthesize it. (3) Given the product [F:9][C:6]1[CH:7]=[CH:8][C:3]([B:17]([OH:20])[OH:18])=[C:4]([O:10][CH:11]2[CH2:16][CH2:15][CH2:14][CH2:13][O:12]2)[CH:5]=1, predict the reactants needed to synthesize it. The reactants are: [Mg].Br[C:3]1[CH:8]=[CH:7][C:6]([F:9])=[CH:5][C:4]=1[O:10][CH:11]1[CH2:16][CH2:15][CH2:14][CH2:13][O:12]1.[B:17](OC)([O:20]C)[O:18]C.